This data is from Full USPTO retrosynthesis dataset with 1.9M reactions from patents (1976-2016). The task is: Predict the reactants needed to synthesize the given product. (1) Given the product [F:11][C:3]1[CH:4]=[C:5]2[C:9](=[CH:10][C:2]=1[I:1])[N:8]([CH3:15])[CH:7]=[CH:6]2, predict the reactants needed to synthesize it. The reactants are: [I:1][C:2]1[CH:10]=[C:9]2[C:5]([CH:6]=[CH:7][NH:8]2)=[CH:4][C:3]=1[F:11].[H-].[Na+].I[CH3:15]. (2) Given the product [NH2:1][C:2]1[C:3]2[C:10]([C:11]3[CH:16]=[CH:15][C:14]([NH:17][C:18]([NH:34][C:33]4[CH:35]=[CH:36][CH:37]=[C:31]([CH3:30])[CH:32]=4)=[N:26][C:27]#[N:28])=[CH:13][CH:12]=3)=[C:9]([CH3:29])[S:8][C:4]=2[N:5]=[CH:6][N:7]=1, predict the reactants needed to synthesize it. The reactants are: [NH2:1][C:2]1[C:3]2[C:10]([C:11]3[CH:16]=[CH:15][C:14]([NH:17][C:18](=[N:26][C:27]#[N:28])OC4C=CC=CC=4)=[CH:13][CH:12]=3)=[C:9]([CH3:29])[S:8][C:4]=2[N:5]=[CH:6][N:7]=1.[CH3:30][C:31]1[CH:32]=[C:33]([CH:35]=[CH:36][CH:37]=1)[NH2:34]. (3) Given the product [N:1]1([CH2:7][C:8]2[CH:24]=[CH:23][C:11]3[NH:12][C:13]([C:15]4[C:19]([NH2:20])=[CH:18][NH:17][N:16]=4)=[N:14][C:10]=3[CH:9]=2)[CH2:6][CH2:5][O:4][CH2:3][CH2:2]1, predict the reactants needed to synthesize it. The reactants are: [N:1]1([CH2:7][C:8]2[CH:24]=[CH:23][C:11]3[NH:12][C:13]([C:15]4[C:19]([N+:20]([O-])=O)=[CH:18][NH:17][N:16]=4)=[N:14][C:10]=3[CH:9]=2)[CH2:6][CH2:5][O:4][CH2:3][CH2:2]1.[H][H]. (4) Given the product [OH:15][C:14]1[C:13]2[N:9]([CH:10]=[CH:11][CH:12]=2)[C:8]([CH3:21])([CH2:16][CH2:17][CH:18]([CH3:19])[CH3:20])[C:7](=[O:22])[C:6]=1[C:4]1[NH:38][S:35](=[O:37])(=[O:36])[C:25]2[CH:26]=[C:27]([NH:30][S:31]([CH3:34])(=[O:32])=[O:33])[CH:28]=[CH:29][C:24]=2[N:23]=1, predict the reactants needed to synthesize it. The reactants are: C(O[C:4]([C:6]1[C:7](=[O:22])[C:8]([CH3:21])([CH2:16][CH2:17][CH:18]([CH3:20])[CH3:19])[N:9]2[C:13]([C:14]=1[OH:15])=[CH:12][CH:11]=[CH:10]2)=O)C.[NH2:23][C:24]1[CH:29]=[CH:28][C:27]([NH:30][S:31]([CH3:34])(=[O:33])=[O:32])=[CH:26][C:25]=1[S:35]([NH2:38])(=[O:37])=[O:36].N12CCCN=C1CCCCC2. (5) Given the product [Cl:22][C:19]1[CH:20]=[C:21]2[C:16](=[CH:17][CH:18]=1)[NH:15][CH:14]=[C:13]2[CH2:12][CH2:11][NH:10][C:8]([C:5]1[CH:4]=[C:3]([CH2:2][C:28]2[CH:27]=[CH:26][CH:25]=[C:24]([F:23])[C:29]=2[F:30])[O:7][N:6]=1)=[O:9], predict the reactants needed to synthesize it. The reactants are: Br[CH2:2][C:3]1[O:7][N:6]=[C:5]([C:8]([NH:10][CH2:11][CH2:12][C:13]2[C:21]3[C:16](=[CH:17][CH:18]=[C:19]([Cl:22])[CH:20]=3)[NH:15][CH:14]=2)=[O:9])[CH:4]=1.[F:23][C:24]1[C:29]([F:30])=[CH:28][CH:27]=[CH:26][C:25]=1B(O)O.C(=O)([O-])[O-].[Na+].[Na+]. (6) Given the product [N:8]([CH2:11][CH:12]([CH:20]1[CH2:25][CH2:24][N:23]([C:26]([O:28][CH2:29][CH2:32][Si:43]([CH3:45])([CH3:44])[CH3:42])=[O:27])[CH2:22][CH2:21]1)[C:13]1[CH:18]=[CH:17][C:16]([Br:19])=[CH:15][CH:14]=1)=[N+:9]=[N-:10], predict the reactants needed to synthesize it. The reactants are: Cl.O1CCOCC1.[N:8]([CH2:11][CH:12]([CH:20]1[CH2:25][CH2:24][N:23]([C:26]([O:28][C:29]([CH3:32])(C)C)=[O:27])[CH2:22][CH2:21]1)[C:13]1[CH:18]=[CH:17][C:16]([Br:19])=[CH:15][CH:14]=1)=[N+:9]=[N-:10].C(=O)([O-])[O-].[K+].[K+].C(=O)(OC1C=CC([N+]([O-])=O)=CC=1)OC[CH2:42][Si:43](C)([CH3:45])[CH3:44]. (7) Given the product [Br:1][C:2]1[CH:7]=[CH:6][N:5]=[C:4]2[N:8]([S:12]([C:15]3[CH:20]=[CH:19][CH:18]=[CH:17][CH:16]=3)(=[O:14])=[O:13])[C:9]([C:27]3[CH:28]=[C:23]([CH2:22][OH:21])[CH:24]=[CH:25][CH:26]=3)=[CH:10][C:3]=12, predict the reactants needed to synthesize it. The reactants are: [Br:1][C:2]1[CH:7]=[CH:6][N:5]=[C:4]2[N:8]([S:12]([C:15]3[CH:20]=[CH:19][CH:18]=[CH:17][CH:16]=3)(=[O:14])=[O:13])[C:9](I)=[CH:10][C:3]=12.[OH:21][CH2:22][C:23]1[CH:24]=[C:25](B(O)O)[CH:26]=[CH:27][CH:28]=1.C([O-])(O)=O.[Na+].